This data is from Full USPTO retrosynthesis dataset with 1.9M reactions from patents (1976-2016). The task is: Predict the reactants needed to synthesize the given product. (1) Given the product [CH2:1]([N+:5]1([CH3:10])[CH2:9][CH2:8][CH2:7][CH2:6]1)[CH2:2][CH2:3][CH3:4].[CH3:10][O:11][C:12](=[O:17])[C:13]([O-:15])=[O:14], predict the reactants needed to synthesize it. The reactants are: [CH2:1]([N:5]1[CH2:9][CH2:8][CH2:7][CH2:6]1)[CH2:2][CH2:3][CH3:4].[CH3:10][O:11][C:12](=[O:17])[C:13]([O:15]C)=[O:14]. (2) Given the product [O:7]([C:4]1[CH:3]=[CH:2][S:1][CH2:6][CH:5]=1)[Si:21]([C:24]([CH3:27])([CH3:26])[CH3:25])([CH3:23])[CH3:22], predict the reactants needed to synthesize it. The reactants are: [S:1]1[CH:6]=[CH:5][C:4](=[O:7])[CH2:3][CH2:2]1.C(N(CC)CC)C.FC(F)(F)S(O[Si:21]([C:24]([CH3:27])([CH3:26])[CH3:25])([CH3:23])[CH3:22])(=O)=O. (3) Given the product [CH:1]1([C:7]2[C:15]3[C:10](=[CH:11][C:12]([C:16]([OH:18])=[O:17])=[CH:13][CH:14]=3)[N:9]([CH2:28][C:29]3[CH:36]=[CH:35][C:32]([CH3:33])=[CH:31][CH:30]=3)[C:8]=2[C:20]2[CH:21]=[CH:22][CH:23]=[CH:24][CH:25]=2)[CH2:6][CH2:5][CH2:4][CH2:3][CH2:2]1, predict the reactants needed to synthesize it. The reactants are: [CH:1]1([C:7]2[C:15]3[C:10](=[CH:11][C:12]([C:16]([O:18]C)=[O:17])=[CH:13][CH:14]=3)[NH:9][C:8]=2[C:20]2[CH:25]=[CH:24][CH:23]=[CH:22][CH:21]=2)[CH2:6][CH2:5][CH2:4][CH2:3][CH2:2]1.[H-].[Na+].[CH3:28][C:29]1[CH:36]=[CH:35][C:32]([CH2:33]Br)=[CH:31][CH:30]=1. (4) Given the product [ClH:31].[ClH:31].[CH3:23][C@H:24]1[NH:25][C@@H:26]([CH3:30])[CH2:27][N:28]([CH2:2][CH2:3][N:4]2[C:8]3[C:9]([F:13])=[CH:10][CH:11]=[CH:12][C:7]=3[N:6]([C:14]3[CH:19]=[CH:18][CH:17]=[CH:16][C:15]=3[F:20])[S:5]2(=[O:22])=[O:21])[CH2:29]1, predict the reactants needed to synthesize it. The reactants are: Br[CH2:2][CH2:3][N:4]1[C:8]2[C:9]([F:13])=[CH:10][CH:11]=[CH:12][C:7]=2[N:6]([C:14]2[CH:19]=[CH:18][CH:17]=[CH:16][C:15]=2[F:20])[S:5]1(=[O:22])=[O:21].[CH3:23][CH:24]1[CH2:29][NH:28][CH2:27][CH:26]([CH3:30])[NH:25]1.[ClH:31]. (5) The reactants are: [OH-].[Na+].[F:3][C:4]1[CH:9]=[C:8]([CH3:10])[C:7]([O:11]C(OC)=O)=[CH:6][C:5]=1[N+:16]([O-:18])=[O:17]. Given the product [F:3][C:4]1[CH:9]=[C:8]([CH3:10])[C:7]([OH:11])=[CH:6][C:5]=1[N+:16]([O-:18])=[O:17], predict the reactants needed to synthesize it.